Predict the product of the given reaction. From a dataset of Forward reaction prediction with 1.9M reactions from USPTO patents (1976-2016). (1) Given the reactants [OH-].[Na+].[F:3][C:4]([F:34])([F:33])[C:5]1[CH:6]=[C:7]([CH:30]=[CH:31][CH:32]=1)[CH2:8][N:9]1[CH2:18][CH2:17][C:16]2[C:11](=[C:12]([C:19]3[CH:20]=[C:21]([CH:27]=[CH:28][CH:29]=3)[C:22]([O:24]CC)=O)[CH:13]=[CH:14][CH:15]=2)[CH2:10]1.Cl.[NH2:36][CH2:37][CH2:38][C:39]#[N:40].CCN=C=NCCCN(C)C.C1C=CC2N(O)N=NC=2C=1, predict the reaction product. The product is: [C:37]([CH2:38][CH2:39][NH:40][C:22](=[O:24])[C:21]1[CH:27]=[CH:28][CH:29]=[C:19]([C:12]2[CH:13]=[CH:14][CH:15]=[C:16]3[C:11]=2[CH2:10][N:9]([CH2:8][C:7]2[CH:30]=[CH:31][CH:32]=[C:5]([C:4]([F:3])([F:34])[F:33])[CH:6]=2)[CH2:18][CH2:17]3)[CH:20]=1)#[N:36]. (2) The product is: [P:1]([OH:43])([OH:42])([O:3][CH2:4][N:5]1[CH:10]=[CH:9][C:8]([NH:11][C:12](=[O:32])[C:13]2[CH:18]=[CH:17][C:16]([C:19]([F:20])([F:22])[F:21])=[CH:15][C:14]=2[O:23][C:24]2[CH:29]=[CH:28][C:27]([F:30])=[CH:26][C:25]=2[CH3:31])=[CH:7][C:6]1=[O:33])=[O:2]. Given the reactants [P:1]([O-:43])([O-:42])([O:3][C:4](C(C)(C)C)(C(C)(C)C)[N:5]1[CH:10]=[CH:9][C:8]([NH:11][C:12](=[O:32])[C:13]2[CH:18]=[CH:17][C:16]([C:19]([F:22])([F:21])[F:20])=[CH:15][C:14]=2[O:23][C:24]2[CH:29]=[CH:28][C:27]([F:30])=[CH:26][C:25]=2[CH3:31])=[CH:7][C:6]1=[O:33])=[O:2].C(O)(=O)C, predict the reaction product. (3) Given the reactants [CH3:1][N:2]([C:13]1[CH:38]=[CH:37][CH:36]=[CH:35][C:14]=1[CH2:15][C:16]1[C:24]2[C:23](=[O:25])[CH2:22][C:21]([CH3:27])([CH3:26])[CH2:20][C:19]=2[N:18]([CH2:28][C:29]([O:31]CC)=[O:30])[C:17]=1[CH3:34])[S:3]([C:6]1[CH:11]=[CH:10][C:9]([CH3:12])=[CH:8][CH:7]=1)(=[O:5])=[O:4].O.[OH-].[Na+].Cl, predict the reaction product. The product is: [CH3:1][N:2]([C:13]1[CH:38]=[CH:37][CH:36]=[CH:35][C:14]=1[CH2:15][C:16]1[C:24]2[C:23](=[O:25])[CH2:22][C:21]([CH3:27])([CH3:26])[CH2:20][C:19]=2[N:18]([CH2:28][C:29]([OH:31])=[O:30])[C:17]=1[CH3:34])[S:3]([C:6]1[CH:11]=[CH:10][C:9]([CH3:12])=[CH:8][CH:7]=1)(=[O:5])=[O:4]. (4) The product is: [S:1]1[C:5]2[CH:6]=[CH:7][CH:8]=[CH:9][C:4]=2[N:3]=[C:2]1[NH:10][C@H:11]1[CH2:14][C@H:13]([NH:15][C:16]2[C:21]([NH2:28])=[CH:20][N:19]=[CH:18][N:17]=2)[CH2:12]1. Given the reactants [S:1]1[C:5]2[CH:6]=[CH:7][CH:8]=[CH:9][C:4]=2[N:3]=[C:2]1[NH:10][C@H:11]1[CH2:14][C@H:13]([NH:15][C:16]2[C:21](I)=[CH:20][N:19]=[CH:18][N:17]=2)[CH2:12]1.C([O-])(=O)C.[Cs+].[NH3:28], predict the reaction product. (5) Given the reactants [OH-].[Na+].C[O:4][C:5](=[O:31])[C:6]1[CH:11]=[CH:10][CH:9]=[C:8]([C:12]2[C:21]3[C:16](=[CH:17][C:18]([O:27][CH3:28])=[C:19]4[O:24][C:23]([CH3:26])([CH3:25])[CH2:22][C:20]4=3)[CH2:15][C:14]([CH3:30])([CH3:29])[N:13]=2)[CH:7]=1.[ClH:32], predict the reaction product. The product is: [ClH:32].[CH3:28][O:27][C:18]1[CH:17]=[C:16]2[C:21](=[C:20]3[CH2:22][C:23]([CH3:26])([CH3:25])[O:24][C:19]=13)[C:12]([C:8]1[CH:7]=[C:6]([CH:11]=[CH:10][CH:9]=1)[C:5]([OH:31])=[O:4])=[N:13][C:14]([CH3:30])([CH3:29])[CH2:15]2.